The task is: Predict the reactants needed to synthesize the given product.. This data is from Full USPTO retrosynthesis dataset with 1.9M reactions from patents (1976-2016). (1) The reactants are: C[O:2][C:3](=[O:14])[CH:4](Br)[C:5]1[CH:10]=[C:9]([F:11])[CH:8]=[C:7]([F:12])[CH:6]=1.[CH:15]1([SH:20])[CH2:19][CH2:18][CH2:17][CH2:16]1.[NH2:21][C:22]1[S:23][CH:24]=[CH:25][N:26]=1. Given the product [CH:15]1([S:20][CH:4]([C:5]2[CH:10]=[C:9]([F:11])[CH:8]=[C:7]([F:12])[CH:6]=2)[C:3]([OH:2])=[O:14])[CH2:19][CH2:18][CH2:17][CH2:16]1.[CH:15]1([S:20][CH:4]([C:5]2[CH:6]=[C:7]([F:12])[CH:8]=[C:9]([F:11])[CH:10]=2)[C:3]([NH:21][C:22]2[S:23][CH:24]=[CH:25][N:26]=2)=[O:14])[CH2:19][CH2:18][CH2:17][CH2:16]1, predict the reactants needed to synthesize it. (2) Given the product [NH2:8][C:9]1[C:10]2[C:11]3[C:12](=[N:23][N:24]([CH2:26][C:27]4[C:32]([CH3:33])=[C:31]([O:34][CH3:35])[C:30]([CH3:36])=[CH:29][N:28]=4)[N:25]=2)[CH:13]=[C:14]([CH2:19][C:20]([NH2:48])=[O:22])[C:15]=3[CH2:16][S:17][N:18]=1, predict the reactants needed to synthesize it. The reactants are: C(OC([N:8](C(OC(C)(C)C)=O)[C:9]1[C:10]2[C:11]3[C:12](=[N:23][N:24]([CH2:26][C:27]4[C:32]([CH3:33])=[C:31]([O:34][CH3:35])[C:30]([CH3:36])=[CH:29][N:28]=4)[N:25]=2)[CH:13]=[C:14]([CH2:19][C:20]([OH:22])=O)[C:15]=3[CH2:16][S:17][N:18]=1)=O)(C)(C)C.[Cl-].[NH4+].O.O[N:48]1C2C=CC=CC=2N=N1.Cl.CN(C)CCCN=C=NCC.C(N(C(C)C)CC)(C)C. (3) Given the product [CH3:20][C:13]1([CH3:14])[N:12]([C:4]2[CH:5]=[CH:6][C:7]([C:8]([NH:9][CH3:10])=[O:11])=[C:2]([F:1])[CH:3]=2)[C:22](=[S:23])[N:21]([C:24]2[CH:31]=[CH:30][C:27]([C:28]#[N:29])=[C:26]([C:32]([F:33])([F:34])[F:35])[CH:25]=2)[C:15]1=[O:17], predict the reactants needed to synthesize it. The reactants are: [F:1][C:2]1[CH:3]=[C:4]([NH:12][C:13]([CH3:20])([C:15]([O:17]CC)=O)[CH3:14])[CH:5]=[CH:6][C:7]=1[C:8](=[O:11])[NH:9][CH3:10].[N:21]([C:24]1[CH:31]=[CH:30][C:27]([C:28]#[N:29])=[C:26]([C:32]([F:35])([F:34])[F:33])[CH:25]=1)=[C:22]=[S:23].CS(C)=O.C(OC(C)C)(=O)C. (4) Given the product [CH3:30][O:31][C:32](=[O:43])[C@H:33]([NH:42][C:11](=[O:12])[C:10]1[CH:14]=[CH:15][C:7]([C:6]2[N:2]([CH3:1])[N:3]=[C:4]([CH3:28])[C:5]=2[NH:16][C:17]([O:19][C@@H:20]([C:22]2[CH:27]=[CH:26][CH:25]=[CH:24][CH:23]=2)[CH3:21])=[O:18])=[CH:8][CH:9]=1)[CH2:34][C:35]1[CH:40]=[CH:39][C:38]([F:41])=[CH:37][CH:36]=1, predict the reactants needed to synthesize it. The reactants are: [CH3:1][N:2]1[C:6]([C:7]2[CH:15]=[CH:14][C:10]([C:11](O)=[O:12])=[CH:9][CH:8]=2)=[C:5]([NH:16][C:17]([O:19][C@@H:20]([C:22]2[CH:27]=[CH:26][CH:25]=[CH:24][CH:23]=2)[CH3:21])=[O:18])[C:4]([CH3:28])=[N:3]1.Cl.[CH3:30][O:31][C:32](=[O:43])[C@H:33]([NH2:42])[CH2:34][C:35]1[CH:40]=[CH:39][C:38]([F:41])=[CH:37][CH:36]=1. (5) Given the product [Cl:1][C:2]1[C:3]([NH:23][C:24]2[CH:28]=[C:27]([CH3:29])[NH:26][N:25]=2)=[N:4][C:5]([NH:8][C:9]2[C:10]([F:22])=[CH:11][C:12]([CH:16]3[CH2:17][CH2:18][N:19]([C:42]([C:38]4([NH:37][CH3:35])[CH2:41][CH2:40][CH2:39]4)=[O:43])[CH2:20][CH2:21]3)=[C:13]([CH3:15])[CH:14]=2)=[N:6][CH:7]=1, predict the reactants needed to synthesize it. The reactants are: [Cl:1][C:2]1[C:3]([NH:23][C:24]2[CH:28]=[C:27]([CH3:29])[NH:26][N:25]=2)=[N:4][C:5]([NH:8][C:9]2[CH:14]=[C:13]([CH3:15])[C:12]([CH:16]3[CH2:21][CH2:20][NH:19][CH2:18][CH2:17]3)=[CH:11][C:10]=2[F:22])=[N:6][CH:7]=1.C(O[C:35]([N:37](C)[C:38]1([C:42](O)=[O:43])[CH2:41][CH2:40][CH2:39]1)=O)(C)(C)C.CN(C(ON1N=NC2C=CC=NC1=2)=[N+](C)C)C.F[P-](F)(F)(F)(F)F.C(N(C(C)C)CC)(C)C. (6) The reactants are: [CH3:1][O:2][C:3]1[CH:28]=[CH:27][C:6]([CH2:7][N:8]([C:22]2[S:23][CH:24]=[CH:25][N:26]=2)[S:9]([C:12]2[CH:13]=[CH:14][C:15]3[NH:20][CH2:19][CH2:18][O:17][C:16]=3[CH:21]=2)(=[O:11])=[O:10])=[CH:5][CH:4]=1.F[C:30]1[CH:38]=[CH:37][CH:36]=[CH:35][C:31]=1[C:32]([NH2:34])=[O:33].C(=O)([O-])[O-].[Cs+].[Cs+]. Given the product [CH3:1][O:2][C:3]1[CH:4]=[CH:5][C:6]([CH2:7][N:8]([C:22]2[S:23][CH:24]=[CH:25][N:26]=2)[S:9]([C:12]2[CH:13]=[CH:14][C:15]3[N:20]([C:30]4[CH:38]=[CH:37][CH:36]=[CH:35][C:31]=4[C:32]([NH2:34])=[O:33])[CH2:19][CH2:18][O:17][C:16]=3[CH:21]=2)(=[O:11])=[O:10])=[CH:27][CH:28]=1, predict the reactants needed to synthesize it. (7) Given the product [Cl:11][NH:2][C:3]([NH2:5])=[O:4].[Br:1][NH:2][C:3]([NH2:5])=[O:4], predict the reactants needed to synthesize it. The reactants are: [Br:1][NH:2][C:3]([NH2:5])=[O:4].[O-]Cl.[Na+].O([Cl:11])[Li].O=[O+][O-].[O-]O.NC(N)=O.OO.NC(N)=O.Br.Cl.Br.NC(N)=O.Cl[O-].Cl.NC(N)=O. (8) Given the product [OH:23][N:22]=[C:2]([C:10]1[CH:15]=[CH:14][C:13]([O:16][C:17]([F:20])([F:19])[F:18])=[CH:12][CH:11]=1)[CH2:3][N:4]1[CH2:8][CH2:7][CH2:6][C:5]1=[O:9], predict the reactants needed to synthesize it. The reactants are: O=[C:2]([C:10]1[CH:15]=[CH:14][C:13]([O:16][C:17]([F:20])([F:19])[F:18])=[CH:12][CH:11]=1)[CH2:3][N:4]1[CH2:8][CH2:7][CH2:6][C:5]1=[O:9].Cl.[NH2:22][OH:23].O. (9) Given the product [Cl:8][C:9]1[CH:10]=[C:11]([CH:21]=[CH:22][CH:23]=1)[CH2:12][CH:13]1[C:14]2([O:20][CH2:4]2)[C:15]2([CH2:16][CH2:17]2)[CH2:18][CH2:19]1, predict the reactants needed to synthesize it. The reactants are: [H-].[Na+].[I-].[CH3:4][S+](C)C.[Cl:8][C:9]1[CH:10]=[C:11]([CH:21]=[CH:22][CH:23]=1)[CH2:12][CH:13]1[CH2:19][CH2:18][C:15]2([CH2:17][CH2:16]2)[C:14]1=[O:20].O. (10) Given the product [F:25][C:2]([F:1])([F:24])[C:3]1[CH:4]=[CH:5][C:6]([C:7]([C:9]2[N:13]([CH3:14])[C:12]([CH:15]([CH3:27])[C:16]([O:18][CH2:19][CH3:20])=[O:17])=[CH:11][C:10]=2[CH3:21])=[O:8])=[CH:22][CH:23]=1, predict the reactants needed to synthesize it. The reactants are: [F:1][C:2]([F:25])([F:24])[C:3]1[CH:23]=[CH:22][C:6]([C:7]([C:9]2[N:13]([CH3:14])[C:12]([CH2:15][C:16]([O:18][CH2:19][CH3:20])=[O:17])=[CH:11][C:10]=2[CH3:21])=[O:8])=[CH:5][CH:4]=1.Cl[C:27]1C=CC(C(C2N(C)C(CC(OCC)=O)=CC=2C)=O)=CC=1.